Dataset: Reaction yield outcomes from USPTO patents with 853,638 reactions. Task: Predict the reaction yield, written as a fraction of the theoretical maximum amount of product (1.0 means a 100% yield; for example, 0.34 means a 34% yield). (1) The yield is 0.600. The reactants are CC(C)([O-])C.[K+].C1C=NC2C3N=CC=CC=3C=CC=2C=1.[F:21][C:22]([Si](C)(C)C)([F:24])[F:23].[Si]([O:36][CH2:37][C:38]1[N:39]=[C:40](I)[S:41][C:42]=1[CH2:43][CH2:44][O:45][Si:46]([CH:53]([CH3:55])[CH3:54])([CH:50]([CH3:52])[CH3:51])[CH:47]([CH3:49])[CH3:48])(C(C)(C)C)(C)C. The product is [F:21][C:22]([F:24])([F:23])[C:40]1[S:41][C:42]([CH2:43][CH2:44][O:45][Si:46]([CH:53]([CH3:55])[CH3:54])([CH:50]([CH3:52])[CH3:51])[CH:47]([CH3:49])[CH3:48])=[C:38]([CH2:37][OH:36])[N:39]=1. The catalyst is CN(C=O)C.O. (2) The reactants are C1CCN2C(=NCCC2)CC1.[C:12]([O:15][C@@H:16]1[C@H:21]([O:22][C:23](=[O:25])[CH3:24])[C@@H:20]([O:26][C:27](=[O:29])[CH3:28])[C@H:19]([CH3:30])[O:18][C@H:17]1[O:31][C@@H:32]1[C@@H:38]([OH:39])[C@H:37]([CH3:40])[O:36][C@@:34]([C@H:41]2[O:70][C@H:69]([CH2:71][O:72][CH2:73][C:74]3[CH:79]=[CH:78][CH:77]=[CH:76][CH:75]=3)[C@@H:60]([O:61][CH2:62][C:63]3[CH:68]=[CH:67][CH:66]=[CH:65][CH:64]=3)[C@H:51]([O:52][CH2:53][C:54]3[CH:59]=[CH:58][CH:57]=[CH:56][CH:55]=3)[C@H:42]2[O:43][CH2:44][C:45]2[CH:50]=[CH:49][CH:48]=[CH:47][CH:46]=2)([OH:35])[C@@H:33]1[O:80][C:81](=[O:88])[C:82]1[CH:87]=[CH:86][CH:85]=[CH:84][CH:83]=1)(=[O:14])[CH3:13].[Cl:89][C:90]([Cl:94])([Cl:93])[C:91]#[N:92]. The catalyst is C(Cl)Cl. The product is [Cl:89][C:90]([Cl:94])([Cl:93])[C:91](=[NH:92])[OH:14].[C:12]([O:15][C@@H:16]1[C@H:21]([O:22][C:23](=[O:25])[CH3:24])[C@@H:20]([O:26][C:27](=[O:29])[CH3:28])[C@H:19]([CH3:30])[O:18][C@H:17]1[O:31][C@@H:32]1[C@@H:38]([OH:39])[C@H:37]([CH3:40])[O:36][C@@:34]([C@H:41]2[O:70][C@H:69]([CH2:71][O:72][CH2:73][C:74]3[CH:75]=[CH:76][CH:77]=[CH:78][CH:79]=3)[C@@H:60]([O:61][CH2:62][C:63]3[CH:68]=[CH:67][CH:66]=[CH:65][CH:64]=3)[C@H:51]([O:52][CH2:53][C:54]3[CH:59]=[CH:58][CH:57]=[CH:56][CH:55]=3)[C@H:42]2[O:43][CH2:44][C:45]2[CH:46]=[CH:47][CH:48]=[CH:49][CH:50]=2)([OH:35])[C@@H:33]1[O:80][C:81](=[O:88])[C:82]1[CH:87]=[CH:86][CH:85]=[CH:84][CH:83]=1)(=[O:14])[CH3:13]. The yield is 0.900. (3) The reactants are C1(C2O[N:10]=[C:9]([C:12]([OH:14])=O)[N:8]=2)C=CC=CC=1.[ClH:15].N1C=N[N:19]2[C:24]([N:25]3[CH2:29][CH2:28][C@H:27]([NH2:30])[CH2:26]3)=[CH:23][N:22]=[CH:21][C:20]=12.C(N(CC)[CH:34]([CH3:36])[CH3:35])C.CN(C(ON1N=N[C:49]2[CH:50]=[CH:51][CH:52]=N[C:48]1=2)=[N+](C)C)C.F[P-](F)(F)(F)(F)F.C[N:64]([CH:66]=O)[CH3:65]. The catalyst is C(OCC)(=O)C. The product is [Cl:15][C:50]1[CH:51]=[CH:52][C:65]([N:64]2[CH:66]=[N:8][C:9]([C:12]([NH:30][C@H:27]3[CH2:28][CH2:29][N:25]([C:24]4[C:23]5[N:22]([CH:36]=[CH:34][CH:35]=5)[CH:21]=[CH:20][N:19]=4)[CH2:26]3)=[O:14])=[N:10]2)=[CH:48][CH:49]=1. The yield is 0.230. (4) The reactants are [NH2:1][C:2]1[NH:3][C:4]([CH3:12])=[C:5]([CH:9]([CH3:11])[CH3:10])[C:6](=O)[N:7]=1.P(Cl)(Cl)([Cl:15])=O. No catalyst specified. The product is [Cl:15][C:6]1[C:5]([CH:9]([CH3:11])[CH3:10])=[C:4]([CH3:12])[N:3]=[C:2]([NH2:1])[N:7]=1. The yield is 0.900. (5) The reactants are [F:1][C:2]1[CH:3]=[C:4]([CH2:8][C:9]([OH:11])=O)[CH:5]=[CH:6][CH:7]=1.C(Cl)(=O)C(Cl)=O.[NH2:18][C:19](=[N:25]O)[C:20]([O:22][CH2:23][CH3:24])=[O:21].C(N(CC)C(C)C)(C)C. The catalyst is ClCCl.CN(C=O)C.N1C=CC=CC=1. The product is [F:1][C:2]1[CH:3]=[C:4]([CH:5]=[CH:6][CH:7]=1)[CH2:8][C:9]1[O:11][N:25]=[C:19]([C:20]([O:22][CH2:23][CH3:24])=[O:21])[N:18]=1. The yield is 0.300. (6) The reactants are [CH2:1]([O:3][C:4]([CH2:6][C@H:7]1[CH2:12][CH2:11][C@H:10]([C:13](O)=[O:14])[CH2:9][CH2:8]1)=[O:5])[CH3:2]. The catalyst is C1COCC1. The product is [CH2:1]([O:3][C:4](=[O:5])[CH2:6][C@H:7]1[CH2:12][CH2:11][C@H:10]([CH2:13][OH:14])[CH2:9][CH2:8]1)[CH3:2]. The yield is 0.830.